This data is from Peptide-MHC class I binding affinity with 185,985 pairs from IEDB/IMGT. The task is: Regression. Given a peptide amino acid sequence and an MHC pseudo amino acid sequence, predict their binding affinity value. This is MHC class I binding data. (1) The peptide sequence is LPFPFLYKFLL. The MHC is HLA-B58:01 with pseudo-sequence HLA-B58:01. The binding affinity (normalized) is 0.396. (2) The peptide sequence is LLALQQLEV. The MHC is HLA-A69:01 with pseudo-sequence HLA-A69:01. The binding affinity (normalized) is 0.492.